Dataset: Full USPTO retrosynthesis dataset with 1.9M reactions from patents (1976-2016). Task: Predict the reactants needed to synthesize the given product. (1) Given the product [C:4]([Si:1]([O:8][C:9]1[CH:10]=[CH:11][CH:12]=[C:13]2[C:17]=1[CH:16]([Cl:21])[CH2:15][CH2:14]2)([CH3:3])[CH3:2])([CH3:7])([CH3:6])[CH3:5], predict the reactants needed to synthesize it. The reactants are: [Si:1]([O:8][C:9]1[CH:10]=[CH:11][CH:12]=[C:13]2[C:17]=1[CH:16](O)[CH2:15][CH2:14]2)([C:4]([CH3:7])([CH3:6])[CH3:5])([CH3:3])[CH3:2].S(Cl)([Cl:21])=O.[OH-].[K+]. (2) The reactants are: [S:1](Cl)(Cl)(=[O:3])=[O:2].[NH2:6][C:7]1[C:8](=[O:18])[C:9]2[C:14]([C:15](=[O:17])[CH:16]=1)=[CH:13][CH:12]=[CH:11][CH:10]=2. Given the product [O:18]=[C:8]1[C:9]2[C:14](=[CH:13][CH:12]=[CH:11][CH:10]=2)[C:15](=[O:17])[CH:16]=[C:7]1[NH:6][S:1]([C:7]1[CH:8]=[CH:9][CH:14]=[CH:15][CH:16]=1)(=[O:3])=[O:2], predict the reactants needed to synthesize it.